This data is from Reaction yield outcomes from USPTO patents with 853,638 reactions. The task is: Predict the reaction yield, written as a fraction of the theoretical maximum amount of product (1.0 means a 100% yield; for example, 0.34 means a 34% yield). (1) The reactants are [Br:1][C:2]1[NH:3][C:4]2[C:9]([C:10]=1[CH:11]1[CH2:16][CH2:15][CH2:14][CH2:13][CH2:12]1)=[CH:8][CH:7]=[C:6]([C:17]([O:19][CH3:20])=[O:18])[CH:5]=2.[C:21](O[C:21]([O:23][C:24]([CH3:27])([CH3:26])[CH3:25])=[O:22])([O:23][C:24]([CH3:27])([CH3:26])[CH3:25])=[O:22]. The catalyst is C(Cl)Cl.CN(C)C1C=CN=CC=1. The product is [Br:1][C:2]1[N:3]([C:21]([O:23][C:24]([CH3:27])([CH3:26])[CH3:25])=[O:22])[C:4]2[C:9]([C:10]=1[CH:11]1[CH2:16][CH2:15][CH2:14][CH2:13][CH2:12]1)=[CH:8][CH:7]=[C:6]([C:17]([O:19][CH3:20])=[O:18])[CH:5]=2. The yield is 0.880. (2) The reactants are [C:1]([O:5][C:6]([N:8]1[C:17]2[C:12](=[CH:13][CH:14]=[C:15]([CH2:18][C:19](OCC)=[O:20])[N:16]=2)[CH2:11][CH2:10][CH2:9]1)=[O:7])([CH3:4])([CH3:3])[CH3:2].[BH4-].[Li+].[Cl-].[NH4+]. The catalyst is O1CCCC1. The product is [C:1]([O:5][C:6]([N:8]1[C:17]2[C:12](=[CH:13][CH:14]=[C:15]([CH2:18][CH2:19][OH:20])[N:16]=2)[CH2:11][CH2:10][CH2:9]1)=[O:7])([CH3:4])([CH3:3])[CH3:2]. The yield is 0.490.